This data is from NCI-60 drug combinations with 297,098 pairs across 59 cell lines. The task is: Regression. Given two drug SMILES strings and cell line genomic features, predict the synergy score measuring deviation from expected non-interaction effect. (1) Drug 1: CCC1=CC2CC(C3=C(CN(C2)C1)C4=CC=CC=C4N3)(C5=C(C=C6C(=C5)C78CCN9C7C(C=CC9)(C(C(C8N6C)(C(=O)OC)O)OC(=O)C)CC)OC)C(=O)OC.C(C(C(=O)O)O)(C(=O)O)O. Drug 2: C1=NC2=C(N=C(N=C2N1C3C(C(C(O3)CO)O)O)F)N. Cell line: COLO 205. Synergy scores: CSS=11.7, Synergy_ZIP=-2.57, Synergy_Bliss=-14.2, Synergy_Loewe=-17.9, Synergy_HSA=-12.7. (2) Drug 1: CN1C(=O)N2C=NC(=C2N=N1)C(=O)N. Drug 2: CC1CCCC2(C(O2)CC(NC(=O)CC(C(C(=O)C(C1O)C)(C)C)O)C(=CC3=CSC(=N3)C)C)C. Cell line: UACC-257. Synergy scores: CSS=10.9, Synergy_ZIP=2.53, Synergy_Bliss=-1.39, Synergy_Loewe=-25.0, Synergy_HSA=-6.82. (3) Drug 1: C1C(C(OC1N2C=NC3=C(N=C(N=C32)Cl)N)CO)O. Drug 2: C1=NC2=C(N1)C(=S)N=CN2. Cell line: HL-60(TB). Synergy scores: CSS=66.4, Synergy_ZIP=-2.70, Synergy_Bliss=-0.711, Synergy_Loewe=-9.85, Synergy_HSA=1.58. (4) Drug 1: C1C(C(OC1N2C=C(C(=O)NC2=O)F)CO)O. Drug 2: C1=NC(=NC(=O)N1C2C(C(C(O2)CO)O)O)N. Cell line: DU-145. Synergy scores: CSS=14.9, Synergy_ZIP=-11.9, Synergy_Bliss=-2.97, Synergy_Loewe=-10.8, Synergy_HSA=-1.91. (5) Drug 1: CC1=C(C=C(C=C1)NC2=NC=CC(=N2)N(C)C3=CC4=NN(C(=C4C=C3)C)C)S(=O)(=O)N.Cl. Drug 2: CN(C)C1=NC(=NC(=N1)N(C)C)N(C)C. Cell line: SNB-75. Synergy scores: CSS=-3.87, Synergy_ZIP=-0.414, Synergy_Bliss=-3.18, Synergy_Loewe=-6.04, Synergy_HSA=-4.83. (6) Drug 1: C1CCN(CC1)CCOC2=CC=C(C=C2)C(=O)C3=C(SC4=C3C=CC(=C4)O)C5=CC=C(C=C5)O. Drug 2: CC12CCC3C(C1CCC2=O)CC(=C)C4=CC(=O)C=CC34C. Cell line: ACHN. Synergy scores: CSS=45.3, Synergy_ZIP=1.43, Synergy_Bliss=-2.36, Synergy_Loewe=-1.75, Synergy_HSA=-2.39. (7) Drug 1: CN1C(=O)N2C=NC(=C2N=N1)C(=O)N. Drug 2: CCCCCOC(=O)NC1=NC(=O)N(C=C1F)C2C(C(C(O2)C)O)O. Cell line: HCT116. Synergy scores: CSS=-1.68, Synergy_ZIP=-1.09, Synergy_Bliss=-3.42, Synergy_Loewe=-4.90, Synergy_HSA=-4.38. (8) Drug 1: CN(C)N=NC1=C(NC=N1)C(=O)N. Drug 2: C(CN)CNCCSP(=O)(O)O. Cell line: UACC-257. Synergy scores: CSS=2.90, Synergy_ZIP=7.15, Synergy_Bliss=8.75, Synergy_Loewe=8.56, Synergy_HSA=8.74. (9) Drug 1: COC1=C(C=C2C(=C1)N=CN=C2NC3=CC(=C(C=C3)F)Cl)OCCCN4CCOCC4. Drug 2: CN(CC1=CN=C2C(=N1)C(=NC(=N2)N)N)C3=CC=C(C=C3)C(=O)NC(CCC(=O)O)C(=O)O. Cell line: RPMI-8226. Synergy scores: CSS=52.2, Synergy_ZIP=0.825, Synergy_Bliss=2.40, Synergy_Loewe=-16.3, Synergy_HSA=2.36.